This data is from Forward reaction prediction with 1.9M reactions from USPTO patents (1976-2016). The task is: Predict the product of the given reaction. (1) The product is: [CH:25]1([N:30]2[CH2:40][C:39]([CH3:42])([CH3:41])[C:38](=[O:43])[N:37]([CH3:44])[C:36]3[C:31]2=[N:32][C:33]([NH:45][C:46]2[CH:54]=[CH:53][C:49]([C:50]([NH:64][CH:65]4[CH2:70][CH2:69][N:68]([CH3:71])[CH2:67][CH2:66]4)=[O:52])=[CH:48][CH:47]=2)=[N:34][CH:35]=3)[CH2:29][CH2:28][CH2:27][CH2:26]1. Given the reactants CN(C(ON1N=NC2C=CC=NC1=2)=[N+](C)C)C.F[P-](F)(F)(F)(F)F.[CH:25]1([N:30]2[CH2:40][C:39]([CH3:42])([CH3:41])[C:38](=[O:43])[N:37]([CH3:44])[C:36]3[C:31]2=[N:32][C:33]([NH:45][C:46]2[CH:54]=[CH:53][C:49]([C:50]([OH:52])=O)=[CH:48][CH:47]=2)=[N:34][CH:35]=3)[CH2:29][CH2:28][CH2:27][CH2:26]1.CCN(C(C)C)C(C)C.[NH2:64][CH:65]1[CH2:70][CH2:69][N:68]([CH3:71])[CH2:67][CH2:66]1, predict the reaction product. (2) Given the reactants F[C:2]1[CH:7]=[CH:6][C:5]([N+:8]([O-:10])=[O:9])=[CH:4][CH:3]=1.[NH:11]1[CH2:14][CH:13]([CH2:15][NH:16][C:17](=[O:23])[O:18][C:19]([CH3:22])([CH3:21])[CH3:20])[CH2:12]1.C(=O)([O-])[O-].[K+].[K+].O, predict the reaction product. The product is: [N+:8]([C:5]1[CH:6]=[CH:7][C:2]([N:11]2[CH2:14][CH:13]([CH2:15][NH:16][C:17](=[O:23])[O:18][C:19]([CH3:21])([CH3:20])[CH3:22])[CH2:12]2)=[CH:3][CH:4]=1)([O-:10])=[O:9]. (3) The product is: [F:1][C:2]1[CH:7]=[C:6]([NH2:8])[CH:5]=[CH:4][C:3]=1[CH:11]1[CH2:16][CH2:15][S:14](=[O:18])(=[O:17])[N:13]([CH2:19][CH:20]=[CH2:21])[CH2:12]1. Given the reactants [F:1][C:2]1[CH:7]=[C:6]([N+:8]([O-])=O)[CH:5]=[CH:4][C:3]=1[CH:11]1[CH2:16][CH2:15][S:14](=[O:18])(=[O:17])[N:13]([CH2:19][CH:20]=[CH2:21])[CH2:12]1.[BH4-].[Na+].CO.[Cl-].[NH4+], predict the reaction product. (4) Given the reactants [OH:1][CH2:2][CH:3]([N:5]1[C:13]2[C:8](=[C:9]([C:16]([F:19])([F:18])[F:17])[C:10]([C:14]#[N:15])=[CH:11][CH:12]=2)[CH:7]=[C:6]1[CH3:20])[CH3:4].CCN(CC)CC.[CH3:28][S:29](Cl)(=[O:31])=[O:30], predict the reaction product. The product is: [CH3:28][S:29]([O:1][CH2:2][CH:3]([N:5]1[C:13]2[C:8](=[C:9]([C:16]([F:19])([F:17])[F:18])[C:10]([C:14]#[N:15])=[CH:11][CH:12]=2)[CH:7]=[C:6]1[CH3:20])[CH3:4])(=[O:31])=[O:30]. (5) Given the reactants CO[C:3]([C:5]1[CH:10]=[C:9]([C:11]([O:13][CH3:14])=[O:12])[CH:8]=[CH:7][N:6]=1)=[O:4].[Mg+2].[Cl-].[Cl-].[CH:18]1([NH2:21])[CH2:20][CH2:19]1, predict the reaction product. The product is: [CH:18]1([NH:21][C:3]([C:5]2[CH:10]=[C:9]([CH:8]=[CH:7][N:6]=2)[C:11]([O:13][CH3:14])=[O:12])=[O:4])[CH2:20][CH2:19]1. (6) Given the reactants [CH:1]([O:4][C:5]1[CH:6]=[C:7]2[C:11](=[CH:12][CH:13]=1)[NH:10][C:9](=[O:14])[CH2:8]2)([CH3:3])[CH3:2].[CH3:15][C:16]1[NH:17][C:18]([CH:21]=O)=[CH:19][N:20]=1.N1CCCCC1, predict the reaction product. The product is: [CH:1]([O:4][C:5]1[CH:6]=[C:7]2[C:11](=[CH:12][CH:13]=1)[NH:10][C:9](=[O:14])/[C:8]/2=[CH:21]\[C:18]1[NH:17][C:16]([CH3:15])=[N:20][CH:19]=1)([CH3:3])[CH3:2]. (7) Given the reactants [NH2:1][C:2]1[N:7]=[C:6]([C:8]2[O:9][CH:10]=[CH:11][CH:12]=2)[C:5]([C:13]#[N:14])=[C:4](S(C)=O)[N:3]=1.[CH3:18][C:19]1[CH:24]=[CH:23][N:22]=[C:21]([CH2:25][OH:26])[CH:20]=1.C1CCN2C(=NCCC2)CC1, predict the reaction product. The product is: [NH2:1][C:2]1[N:7]=[C:6]([C:8]2[O:9][CH:10]=[CH:11][CH:12]=2)[C:5]([C:13]#[N:14])=[C:4]([O:26][CH2:25][C:21]2[CH:20]=[C:19]([CH3:18])[CH:24]=[CH:23][N:22]=2)[N:3]=1. (8) The product is: [F:1][C:2]1[CH:34]=[CH:33][C:5]([C:6](=[N:35][OH:36])[C:8]2[CH:32]=[CH:31][C:11]([O:12][CH2:13][CH2:14][CH2:15][C:16]#[C:17][C:18]3[CH:23]=[CH:22][C:21]([CH2:24][C@H:25]([O:29][CH3:30])[C:26]([OH:28])=[O:27])=[CH:20][CH:19]=3)=[CH:10][CH:9]=2)=[CH:4][CH:3]=1. Given the reactants [F:1][C:2]1[CH:34]=[CH:33][C:5]([C:6]([C:8]2[CH:32]=[CH:31][C:11]([O:12][CH2:13][CH2:14][CH2:15][C:16]#[C:17][C:18]3[CH:23]=[CH:22][C:21]([CH2:24][C@H:25]([O:29][CH3:30])[C:26]([OH:28])=[O:27])=[CH:20][CH:19]=3)=[CH:10][CH:9]=2)=O)=[CH:4][CH:3]=1.[NH2:35][OH:36], predict the reaction product. (9) Given the reactants [CH:1]1([C:4]2[CH:5]=[CH:6][C:7]([C:17]([OH:19])=O)=[N:8][C:9]=2[O:10][CH:11]([CH3:16])[C:12]([F:15])([F:14])[F:13])[CH2:3][CH2:2]1.[NH2:20][C:21]1([CH2:25][C:26]([NH2:28])=[O:27])[CH2:24][O:23][CH2:22]1.CN(C(ON1N=NC2C=CC=CC1=2)=[N+](C)C)C.[B-](F)(F)(F)F.CCN(C(C)C)C(C)C, predict the reaction product. The product is: [C:26]([CH2:25][C:21]1([NH:20][C:17]([C:7]2[CH:6]=[CH:5][C:4]([CH:1]3[CH2:2][CH2:3]3)=[C:9]([O:10][CH:11]([CH3:16])[C:12]([F:13])([F:14])[F:15])[N:8]=2)=[O:19])[CH2:24][O:23][CH2:22]1)(=[O:27])[NH2:28]. (10) Given the reactants Cl[C:2]1[C:11]([N:12]([CH:14]([CH3:16])[CH3:15])[CH3:13])=[N:10][C:9]2[C:4](=[CH:5][CH:6]=[C:7]([C:17]([O:19][CH3:20])=[O:18])[CH:8]=2)[N:3]=1.[O:21]1[C:25]2[CH:26]=[CH:27][CH:28]=[CH:29][C:24]=2[C:23](B2OC(C)(C)C(C)(C)O2)=[CH:22]1.[O-]P([O-])([O-])=O.[K+].[K+].[K+], predict the reaction product. The product is: [O:21]1[C:25]2[CH:26]=[CH:27][CH:28]=[CH:29][C:24]=2[C:23]([C:2]2[C:11]([N:12]([CH:14]([CH3:16])[CH3:15])[CH3:13])=[N:10][C:9]3[C:4](=[CH:5][CH:6]=[C:7]([C:17]([O:19][CH3:20])=[O:18])[CH:8]=3)[N:3]=2)=[CH:22]1.